The task is: Regression. Given a target protein amino acid sequence and a drug SMILES string, predict the binding affinity score between them. We predict pIC50 (pIC50 = -log10(IC50 in M); higher means more potent). Dataset: bindingdb_ic50.. This data is from Drug-target binding data from BindingDB using IC50 measurements. (1) The drug is CCCC(=O)N(C(=O)CCC)C1=C(Cl)C(=O)c2ccccc2C1=O. The target protein (Q27352) has sequence MREAICIHIGQAGCQVGNACWELFCLEHGIQPDGAMPSDKTIGVEDDAFNTFFSETGAGKHVPRAVFLDLEPTVVDEIRTGTYRQLFHPEQLISGKEDAANNYARGHYTIGKEIVDLCLDRIRKLADNCTGLQGFLVYHAVGGGTGSGLGALLLERLSVDYGKKSKLGYTVYPSPQVSTAVVEPYNSVLSTHSLLEHTDVAAMLDNEAIYDLTRANLDIERPTYTNLNRLIGQVVSALTASLRFDGALNVDLTEFQTNLVPYPRIHFVLTTYAPVISAEKAYHEQLSVSEISNAVFEPASMMTKCDPRHGKYMACCLMYRGDVVPKDVNAAVATIKTKRTIQFVDWSPTGFKCGINYQPPTVVPGGDLAKVQRAVCMIANSTAIAEVFARIDHKFDLMYSKRAFVHWYVGEGMEEGEFSEAREDLAALEKDYEEVGAESADMEGEEDVEEY. The pIC50 is 5.5. (2) The compound is CCCOc1ccnc2[nH]cc(-c3ccnc(N)n3)c12. The pIC50 is 7.4. The target protein (Q63470) has sequence MHTGGETSACKPSSVRLAPSFSFHAAGLQMAAQMPHSHQYSDRRQPNISDQQVSALSYSDQIQQPLTNQVMPDIVMLQRRMPQTFRDPATAPLRKLSVDLIKTYKHINEVYYAKKKRRHQQGQGDDSSHKKERKVYNDGYDDDNYDYIVKNGEKWMDRYEIDSLIGKGSFGQVVKAYDRVEQEWVAIKIIKNKKAFLNQAQIEVRLLELMNKHDTEMKYYIVHLKRHFMFRNHLCLVFEMLSYNLYDLLRNTNFRGVSLNLTRKFAQQMCTALLFLATPELSIIHCDLKPENILLCNPKRSAIKIVDFGSSCQLGQRIYQYIQSRFYRSPEVLLGMPYDLAIDMWSLGCILVEMHTGEPLFSGANEVDQMNKIVEVLGIPPAHILDQAPKARKFFEKLPDGTWSLKKTKDGKREYKPPGTRKLHNILGVETGGPGGRRAGESGHTVADYLKFKDLILRMLDYDPKTRIQPYYALQHSFFKKTADEGTNTSNSVSTSPAME.... (3) The small molecule is C[C@]1(CSc2nc3ccccc3[nH]2)[C@H](C(=O)O)N2C(=O)C[C@H]2S1(=O)=O. The target protein (P30897) has sequence MNVRQHKASFFSVVITFLCLTLSLNANATDSVLEAVTNAETELGARIGLAAHDLETGKRWEHKSNERFPLSSTFKTLACANVLQRVDLGKERIDRVVRFSESNLVTYSPVTEKHVGKKGMSLAELCQATLSTSDNSAANFILQAIGGPKALTKFLRSIGDDTTRLDRWEPELNEAVPGDKRDTTTPIAMVTTLEKLLIDETLSIKSRQQLESWLKGNEVGDALFRKGVPSDWIVADRTGAGGYGSRAITAVMWPPNRKPIVAALYITETDASFEERNAVIAKIGEQIAKTVLMENSRN. The pIC50 is 7.7. (4) The small molecule is CCOC(=O)Nc1ccc(C2=NNC(=O)C[C@H]2C)cc1. The target protein sequence is QAIHKPRVNPVTSLSENYTCSDSEESSEKDKLAIPKRLRRSLPPGLLRRVSSTWTTTTSATGLPTLEPAPVRRDRSTSIKLQEAPSSSPDSWNNPVMMTLTKSRSFTSSYAISAANHVKAKKQSRPGALAKISPLSSPCSSPLQGTPASSLVSKISAVQFPESADTTAKQSLGSHRALTYTQSAPDLSPQILTPPVICSSCGRPYSQGNPADEPLERSGVATRTPSRTDDTAQVTSDYETNNNSDSSDIVQNEDETECLREPLRKASACSTYAPETMMFLDKPILAPEPLVMDNLDSIMEQLNTWNFPIFDLVENIGRKCGRILSQVSYRLFEDMGLFEAFKIPIREFMNYFHALEIGYRDIPYHNRIHATDVLHAVWYLTTQPIPGLSTVINDHGSTSDSDSDSGFTHGHMGYVFSKTYNVTDDKYGCLSGNIPALELMALYVAAAMHDYDHPGRTNAFLVATSAPQAVLYNDRSVLENHHAAAAWNLFMSRPEYNFLI.... The pIC50 is 7.6. (5) The compound is COc1ccc(S(=O)(=O)N(CC(C)C)C[C@@H](O)[C@H](Cc2ccccc2)n2cc(COC(=O)N[C@H]3c4ccccc4C[C@H]3O)nn2)cc1. The target protein sequence is PQITLWQRPLVTIKIGGQLKEALLDTGADDTVLEEMNLPGRWKPKMIGGIGGFIKVRQYDQILIEICGKKAIGTVLVGPTPVNIIGRNLLTQIGCTLNF. The pIC50 is 7.4. (6) The target protein (P97313) has sequence MAEEGTGVRCWLLQLQEFLSAADRCSAAGASYQLIRSLGQECVLSTSSAVQALQISLVFSRDFGLLVFIRKSLSIEDFRDCREEALKFLCVFLEKIDQKVMHYSLDIKNTCTSVYTKDRTAKCKIPALDLLIKLLQILRSTRLMDEFKIGELFNKFYGELASKSKLPDTVLEKVYELLGVLGEVHPSEMINHSENLFRAFLGELKTQMTSTVREPKFPVLAGCLKGLSSLLCNFTKSMEEDPQTSKEIFGFTFKAIRPQIEMKRYAVPLAGLRLLTLHASQFTACLLDNYITLFEVLSKWCSHTNVELKKAAHSALESFLRQISFTVAEDAELHKSRLKYFMEQFYGIIRNTDSNNKELAIAIRGYGLFAGPCKVINAKDVDFMYVELIQRCKQMFLTHADASEDHVYQMPSFLQSIASVLLYLDTVPEVYTPVLEHLMVVQIDSFPQYSPKMQLVCCKAIIKLFLALSEKGPVHWNCISAVVHQGLIRICSKPVVLQKD.... The pIC50 is 7.5. The small molecule is O=c1cc(-c2ccccc2)oc2c(-c3ccccc3)c(N3CCOCC3)cc(O)c12. (7) The small molecule is C[C@@H](Oc1cc(-c2cnn(C3CCNCC3)c2)cnc1N)c1c(Cl)ccc(F)c1Cl. The target protein (Q02858) has sequence MDSLAGLVLCGVSLLLYGVVEGAMDLILINSLPLVSDAETSLTCIASGWHPHEPITIGRDFEALMNQHQDPLEVTQDVTREWAKKVVWKREKASKINGAYFCEGRVRGQAIRIRTMKMRQQASFLPATLTMTVDRGDNVNISFKKVLIKEEDAVIYKNGSFIHSVPRHEVPDILEVHLPHAQPQDAGVYSARYIGGNLFTSAFTRLIVRRCEAQKWGPDCSRPCTTCKNNGVCHEDTGECICPPGFMGRTCEKACEPHTFGRTCKERCSGPEGCKSYVFCLPDPYGCSCATGWRGLQCNEACPSGYYGPDCKLRCHCTNEEICDRFQGCLCSQGWQGLQCEKEGRPRMTPQIEDLPDHIEVNSGKFNPICKASGWPLPTSEEMTLVKPDGTVLQPNDFNYTDRFSVAIFTVNRVLPPDSGVWVCSVNTVAGMVEKPFNISVKVLPEPLHAPNVIDTGHNFAIINISSEPYFGDGPIKSKKLFYKPVNQAWKYIEVTNEIF.... The pIC50 is 6.3. (8) The small molecule is O=C1CS(=O)CC(C(=O)O)N1. The target protein (B2RQC6) has sequence MAALVLEDGSVLQGRPFGAAVSTAGEVVFQTGMVGYPEALTDPSYKAQILVLTYPLIGNYGIPSDEEDEFGLSKWFESSEIHVAGLVVGECCPTPSHWSANCTLHEWLQQRGIPGLQGVDTRELTKKLREQGSLLGKLVQKGTEPSALPFVDPNARPLAPEVSIKTPRVFNAGGAPRICALDCGLKYNQIRCLCQLGAEVTVVPWDHELDSQKYDGLFLSNGPGDPASYPGVVSTLSRVLSEPNPRPVFGICLGHQLLALAIGAKTYKMRYGNRGHNQPCLLVGTGRCFLTSQNHGFAVDADSLPAGWAPLFTNANDCSNEGIVHDSLPFFSVQFHPEHRAGPSDMELLFDVFLETVREAAAGNIGGQTVRERLAQRLCPPELPIPGSGLPPPRKVLILGSGGLSIGQAGEFDYSGSQAIKALKEENIQTLLINPNIATVQTSQGLADKVYFLPITLHYVTQVIRNERPDGVLLTFGGQTALNCGVELTKAGVLARYGVR.... The pIC50 is 3.7. (9) The small molecule is O=C(O)[C@H](Cc1c[nH]c2ccccc12)NC(=O)[C@H](CS)Cc1ccccc1. The target protein (P42893) has sequence MGSLRPPQGLGLQWSSFFLGKKGPGLTVSLPLLASSLQVNFRSPRSGQRCWAARTSVEKRLVVLVTLLAAGLVACLAALGIQYRTRTPPVCLTEACVSVTSSILNSMDPTVDPCQDFFSYACGGWIKANPVPDGHSRWGTFSNLWEHNQAIIKHLLENSTASASEAEKKAQVYYRACMNETRIEELRAKPLMELIEKLGGWNITGPWAKDNFQDTLQVVTAHYRTSPFFSVYVSADSKNSNSNVIQVDQSGLGLPSRDYYLNKTENEKVLTGYLNYMVQLGKLLGGGDEDSIRPQMQQILDFETALANITIPQEKRRDEELIYHKVTAAELQTLAPAINWLPFLNAIFYPVEINESEPIVVYDKEYLRQVSTLINSTDKCLLNNYMMWNLVRKTSSFLDQRFQDADEKFMEVMYGTKKTCLPRWKFCVSDTENNLGFALGPMFVKATFAEDSKNIASEIILEIKKAFEESLSTLKWMDEDTRRSAKEKADAIYNMIGYPN.... The pIC50 is 6.3. (10) The compound is CO/N=C(/C(=O)NCP(=O)(O)Oc1ccc(C#N)c(F)c1)c1ccc(Cl)s1. The target protein (P24735) has sequence MRDTRFPCLCGIAASTLLFATTPAIAGEAPADRLKALVDAAVQPVMKANDIPGLAVAISLKGEPHYFSYGLASKEDGRRVTPETLFEIGSVSKTFTATLAGYALTQDKMRLDDRASQHWPALQGSRFDGISLLDLATYTAGGLPLQFPDSVQKDQAQIRDYYRQWQPTYAPGSQRLYSNPSIGLFGYLAARSLGQPFERLMEQQVFPALGLEQTHLDVPEAALAQYAQGYGKDDRPLRVGPGPLDAEGYGVKTSAADLLRFVDANLHPERLDRPWAQALDATHRGYYKVGDMTQGLGWEAYDWPISLKRLQAGNSTPMALQPHRIARLPAPQALEGQRLLNKTGSTNGFGAYVAFVPGRDLGLVILANRNYPNAERVKIAYAILSGLEQQGKVPLKR. The pIC50 is 8.3.